Dataset: Catalyst prediction with 721,799 reactions and 888 catalyst types from USPTO. Task: Predict which catalyst facilitates the given reaction. (1) Reactant: [N+:1]([C:4]1[CH:5]=[C:6](/[CH:10]=[CH:11]/[CH2:12][CH2:13][NH:14][C:15](=[O:21])[O:16][C:17]([CH3:20])([CH3:19])[CH3:18])[CH:7]=[CH:8][CH:9]=1)([O-])=O. Product: [NH2:1][C:4]1[CH:5]=[C:6]([CH2:10][CH2:11][CH2:12][CH2:13][NH:14][C:15](=[O:21])[O:16][C:17]([CH3:19])([CH3:18])[CH3:20])[CH:7]=[CH:8][CH:9]=1. The catalyst class is: 19. (2) Reactant: [CH3:1][C:2]([C:14]1[CH:19]=[CH:18][C:17]([N+:20]([O-:22])=[O:21])=[CH:16][N:15]=1)(C(OC)=O)[C:3]([O:5][C:6](C)(C)C)=[O:4].C(O)(C(F)(F)F)=O. Product: [N+:20]([C:17]1[CH:18]=[CH:19][C:14]([CH:2]([CH3:1])[C:3]([O:5][CH3:6])=[O:4])=[N:15][CH:16]=1)([O-:22])=[O:21]. The catalyst class is: 2. (3) Reactant: C[O:2][C:3](=[O:38])[CH:4]([CH2:13][CH2:14][C:15](=[O:37])[NH:16][O:17][C:18]([C:31]1[CH:36]=[CH:35][CH:34]=[CH:33][CH:32]=1)([C:25]1[CH:30]=[CH:29][CH:28]=[CH:27][CH:26]=1)[C:19]1[CH:24]=[CH:23][CH:22]=[CH:21][CH:20]=1)[CH2:5][C:6]([O:8][C:9]([CH3:12])([CH3:11])[CH3:10])=[O:7].[OH-].[Na+]. Product: [C:9]([O:8][C:6](=[O:7])[CH2:5][CH:4]([CH2:13][CH2:14][C:15](=[O:37])[NH:16][O:17][C:18]([C:19]1[CH:24]=[CH:23][CH:22]=[CH:21][CH:20]=1)([C:25]1[CH:30]=[CH:29][CH:28]=[CH:27][CH:26]=1)[C:31]1[CH:36]=[CH:35][CH:34]=[CH:33][CH:32]=1)[C:3]([OH:38])=[O:2])([CH3:12])([CH3:10])[CH3:11]. The catalyst class is: 24. (4) Reactant: Cl.[NH2:2][CH2:3][CH2:4][CH2:5][C:6]([O:8][CH2:9][CH3:10])=[O:7].C([O-])(=O)C.[Na+].[C:16]([N:35]1[CH:39]=[C:38]([C:40](=O)[CH2:41][CH3:42])[N:37]=[CH:36]1)([C:29]1[CH:34]=[CH:33][CH:32]=[CH:31][CH:30]=1)([C:23]1[CH:28]=[CH:27][CH:26]=[CH:25][CH:24]=1)[C:17]1[CH:22]=[CH:21][CH:20]=[CH:19][CH:18]=1.[BH3-]C#N.[Na+].[O-]S([O-])(=O)=O.[Na+].[Na+]. Product: [C:16]([N:35]1[CH:39]=[C:38]([CH:40]([NH:2][CH2:3][CH2:4][CH2:5][C:6]([O:8][CH2:9][CH3:10])=[O:7])[CH2:41][CH3:42])[N:37]=[CH:36]1)([C:23]1[CH:24]=[CH:25][CH:26]=[CH:27][CH:28]=1)([C:29]1[CH:34]=[CH:33][CH:32]=[CH:31][CH:30]=1)[C:17]1[CH:22]=[CH:21][CH:20]=[CH:19][CH:18]=1. The catalyst class is: 275.